From a dataset of Reaction yield outcomes from USPTO patents with 853,638 reactions. Predict the reaction yield, written as a fraction of the theoretical maximum amount of product (1.0 means a 100% yield; for example, 0.34 means a 34% yield). (1) The reactants are [CH2:1]([O:3][C:4](=[O:31])[C:5]([O:8][C:9]1[CH:14]=[CH:13][C:12]([O:15][CH2:16][CH2:17][C:18]2[N:19]=[C:20]([C:24]3[CH:29]=[CH:28][C:27]([OH:30])=[CH:26][CH:25]=3)[O:21][C:22]=2[CH3:23])=[CH:11][CH:10]=1)([CH3:7])[CH3:6])[CH3:2].[CH3:32]I.[OH-].[Na+]. The catalyst is [Br-].C([N+](CCCC)(CCCC)CCCC)CCC.C(Cl)Cl. The product is [CH2:1]([O:3][C:4](=[O:31])[C:5]([O:8][C:9]1[CH:10]=[CH:11][C:12]([O:15][CH2:16][CH2:17][C:18]2[N:19]=[C:20]([C:24]3[CH:29]=[CH:28][C:27]([O:30][CH3:32])=[CH:26][CH:25]=3)[O:21][C:22]=2[CH3:23])=[CH:13][CH:14]=1)([CH3:7])[CH3:6])[CH3:2]. The yield is 0.250. (2) The reactants are [OH:1][C:2]1[CH:11]=[CH:10][C:5]([C:6]([O:8][CH3:9])=[O:7])=[CH:4][C:3]=1[C:12]([O:14][CH3:15])=[O:13].[C:16]([N:23]1[CH2:29][CH2:28][CH2:27][C@H:24]1[CH2:25]O)([O:18][C:19]([CH3:22])([CH3:21])[CH3:20])=[O:17].C1C=CC(P(C2C=CC=CC=2)C2C=CC=CC=2)=CC=1.CC(OC(/N=N/C(OC(C)C)=O)=O)C. The catalyst is C1COCC1. The product is [C:19]([O:18][C:16]([N:23]1[CH2:29][CH2:28][CH2:27][C@H:24]1[CH2:25][O:1][C:2]1[CH:11]=[CH:10][C:5]([C:6]([O:8][CH3:9])=[O:7])=[CH:4][C:3]=1[C:12]([O:14][CH3:15])=[O:13])=[O:17])([CH3:22])([CH3:20])[CH3:21]. The yield is 0.880. (3) The reactants are I[C:2]1[CH:23]=[CH:22][C:5]([C:6]([NH:8][S:9]([C:12]2[CH:17]=[CH:16][CH:15]=[CH:14][C:13]=2[S:18](=[O:21])(=[O:20])[NH2:19])(=[O:11])=[O:10])=[O:7])=[C:4]([C:24]([F:27])([F:26])[F:25])[CH:3]=1.[CH3:28][C:29]([CH3:33])([CH3:32])[C:30]#[CH:31]. No catalyst specified. The product is [CH3:28][C:29]([CH3:33])([CH3:32])[C:30]#[C:31][C:2]1[CH:23]=[CH:22][C:5]([C:6]([NH:8][S:9]([C:12]2[CH:17]=[CH:16][CH:15]=[CH:14][C:13]=2[S:18](=[O:21])(=[O:20])[NH2:19])(=[O:10])=[O:11])=[O:7])=[C:4]([C:24]([F:25])([F:26])[F:27])[CH:3]=1. The yield is 0.220. (4) The product is [F:6][C:7]1[CH:12]=[CH:11][CH:10]=[C:9]2[C:8]=1[O:16][C:20]1([CH2:21][CH2:22][O:17][CH2:18][CH2:19]1)[CH2:14][C:13]2=[O:15]. The catalyst is C1(C)C=CC=CC=1. The yield is 0.480. The reactants are N1CCCC1.[F:6][C:7]1[C:8]([OH:16])=[C:9]([C:13](=[O:15])[CH3:14])[CH:10]=[CH:11][CH:12]=1.[O:17]1[CH2:22][CH2:21][C:20](=O)[CH2:19][CH2:18]1.Cl. (5) The reactants are C(OC([NH:6][C:7]1[CH:8]=[C:9]2[C:14](=[CH:15][CH:16]=1)[C:13]([CH3:17])=[N:12][CH:11]=[CH:10]2)=O)C.[OH-].[Na+].[Cl-].[NH4+]. The catalyst is C(O)C. The product is [NH2:6][C:7]1[CH:8]=[C:9]2[C:14](=[CH:15][CH:16]=1)[C:13]([CH3:17])=[N:12][CH:11]=[CH:10]2. The yield is 0.720.